This data is from hERG potassium channel inhibition data for cardiac toxicity prediction from Karim et al.. The task is: Regression/Classification. Given a drug SMILES string, predict its toxicity properties. Task type varies by dataset: regression for continuous values (e.g., LD50, hERG inhibition percentage) or binary classification for toxic/non-toxic outcomes (e.g., AMES mutagenicity, cardiotoxicity, hepatotoxicity). Dataset: herg_karim. The compound is CCOC(=O)C1=C(CN2CCOC(CCC(=O)O)C2)NC(c2nccs2)=NC1c1ccc(F)cc1Br. The result is 0 (non-blocker).